Dataset: Catalyst prediction with 721,799 reactions and 888 catalyst types from USPTO. Task: Predict which catalyst facilitates the given reaction. (1) Reactant: [Cl:1][C:2]1[CH:3]=[CH:4][C:5]([O:33][C:34]([CH2:44][CH3:45])([CH2:42][CH3:43])[C:35]([NH:37][S:38]([CH3:41])(=[O:40])=[O:39])=[O:36])=[C:6]([CH:8]2[CH2:13][C:12](=[O:14])[NH:11][CH:10]([C:15]3[CH:20]=[C:19]([F:21])[CH:18]=[CH:17][C:16]=3[CH3:22])[C:9]32[C:30]2[C:25](=[CH:26][C:27]([Cl:31])=[CH:28][CH:29]=2)[NH:24][C:23]3=[O:32])[CH:7]=1.[C:46](OC(=O)C)(=[O:48])[CH3:47]. Product: [C:46]([N:24]1[C:25]2[C:30](=[CH:29][CH:28]=[C:27]([Cl:31])[CH:26]=2)[C:9]2([CH:8]([C:6]3[CH:7]=[C:2]([Cl:1])[CH:3]=[CH:4][C:5]=3[O:33][C:34]([CH2:44][CH3:45])([CH2:42][CH3:43])[C:35]([NH:37][S:38]([CH3:41])(=[O:40])=[O:39])=[O:36])[CH2:13][C:12](=[O:14])[NH:11][CH:10]2[C:15]2[CH:20]=[C:19]([F:21])[CH:18]=[CH:17][C:16]=2[CH3:22])[C:23]1=[O:32])(=[O:48])[CH3:47]. The catalyst class is: 64. (2) Reactant: [C:1]([O:5][C:6]([N:8]1[CH2:13][CH2:12][C:11](=[C:14](Br)[C:15]2[CH:20]=[CH:19][CH:18]=[CH:17][CH:16]=2)[CH2:10][CH2:9]1)=[O:7])([CH3:4])([CH3:3])[CH3:2].C([Sn](CCCC)(CCCC)[C:27]1[S:28][CH:29]=[CH:30][N:31]=1)CCC. Product: [C:1]([O:5][C:6]([N:8]1[CH2:13][CH2:12][C:11](=[C:14]([C:15]2[CH:20]=[CH:19][CH:18]=[CH:17][CH:16]=2)[C:27]2[S:28][CH:29]=[CH:30][N:31]=2)[CH2:10][CH2:9]1)=[O:7])([CH3:4])([CH3:3])[CH3:2]. The catalyst class is: 441. (3) Reactant: [Cl:1][C:2]1[CH:3]=[CH:4][CH:5]=[C:6]2[C:11]=1[C:10]([C:12](O)=[O:13])=[CH:9][CH:8]=[C:7]2[O:15]C.C[CH2:18][N:19]([CH:23](C)C)C(C)C.[O:26](S(C(F)(F)F)(=O)=O)[S:27]([C:30]([F:33])([F:32])[F:31])(=O)=[O:28]. The catalyst class is: 2. Product: [F:31][C:30]([F:33])([F:32])[S:27]([O:15][C:7]1[C:6]2[C:11](=[C:2]([Cl:1])[CH:3]=[CH:4][CH:5]=2)[C:10]([C:12](=[O:13])[N:19]([CH3:23])[CH3:18])=[CH:9][CH:8]=1)(=[O:28])=[O:26].